This data is from Full USPTO retrosynthesis dataset with 1.9M reactions from patents (1976-2016). The task is: Predict the reactants needed to synthesize the given product. (1) Given the product [Cl:1][C:2]1[CH:3]=[C:4]([C:12]2[O:16][N:15]=[C:14]([C:17]3[CH:25]=[CH:24][CH:23]=[C:22]4[C:18]=3[CH:19]=[N:20][N:21]4[CH2:26][CH2:27][CH2:28][C:29]([OH:31])=[O:30])[N:13]=2)[CH:5]=[CH:6][C:7]=1[O:8][CH:9]([CH3:11])[CH3:10], predict the reactants needed to synthesize it. The reactants are: [Cl:1][C:2]1[CH:3]=[C:4]([C:12]2[O:16][N:15]=[C:14]([C:17]3[CH:25]=[CH:24][CH:23]=[C:22]4[C:18]=3[CH:19]=[N:20][N:21]4[CH2:26][CH2:27][CH2:28][C:29]([O:31]CC)=[O:30])[N:13]=2)[CH:5]=[CH:6][C:7]=1[O:8][CH:9]([CH3:11])[CH3:10].[OH-].[Na+]. (2) Given the product [Br:11][C:10]1[C:3]2[C:2]([Cl:1])=[N:7][CH:6]=[N:5][C:4]=2[NH:8][CH:9]=1, predict the reactants needed to synthesize it. The reactants are: [Cl:1][C:2]1[C:3]2[CH:10]=[CH:9][NH:8][C:4]=2[N:5]=[CH:6][N:7]=1.[Br:11]NC(=O)CCC(N)=O. (3) Given the product [CH2:1]([C@H:3]1[N:12]([C:13](=[O:22])[C:14]2[CH:19]=[CH:18][C:17]([OH:20])=[CH:16][CH:15]=2)[C:11]2[C:6](=[CH:7][CH:8]=[C:9]([F:23])[CH:10]=2)[N:5]([CH2:24][CH2:25][CH2:26][CH2:27][CH3:28])[C:4]1=[O:29])[CH3:2], predict the reactants needed to synthesize it. The reactants are: [CH2:1]([C@H:3]1[N:12]([C:13](=[O:22])[C:14]2[CH:19]=[CH:18][C:17]([O:20]C)=[CH:16][CH:15]=2)[C:11]2[C:6](=[CH:7][CH:8]=[C:9]([F:23])[CH:10]=2)[N:5]([CH2:24][CH2:25][CH2:26][CH2:27][CH3:28])[C:4]1=[O:29])[CH3:2].C([C@H]1N(C(=O)C2C=CC(O)=CC=2)C2C(=CC(F)=CC=2)N(C)C1=O)C. (4) Given the product [CH3:28][C:29]1[N:33]([C:2]2[N:3]=[C:4]([N:22]3[CH2:27][CH2:26][O:25][CH2:24][CH2:23]3)[C:5]3[O:10][C:9]([CH2:11][N:12]4[CH2:17][CH2:16][CH:15]([C:18]([OH:21])([CH3:20])[CH3:19])[CH2:14][CH2:13]4)=[CH:8][C:6]=3[N:7]=2)[C:32]2[CH:34]=[CH:35][CH:36]=[CH:37][C:31]=2[N:30]=1, predict the reactants needed to synthesize it. The reactants are: Cl[C:2]1[N:3]=[C:4]([N:22]2[CH2:27][CH2:26][O:25][CH2:24][CH2:23]2)[C:5]2[O:10][C:9]([CH2:11][N:12]3[CH2:17][CH2:16][CH:15]([C:18]([OH:21])([CH3:20])[CH3:19])[CH2:14][CH2:13]3)=[CH:8][C:6]=2[N:7]=1.[CH3:28][C:29]1[NH:33][C:32]2[CH:34]=[CH:35][CH:36]=[CH:37][C:31]=2[N:30]=1.CC(C1C=C(C(C)C)C(C2C=CC=CC=2P(C2CCCCC2)C2CCCCC2)=C(C(C)C)C=1)C.C(=O)([O-])[O-].[Cs+].[Cs+]. (5) Given the product [NH2:9][C:6]1[C:5]([NH:12][C:13]2[CH:14]=[N:15][C:16]3[CH2:17][CH:18]([NH:23][C:24](=[O:30])[O:25][C:26]([CH3:27])([CH3:28])[CH3:29])[CH2:19][CH2:20][C:21]=3[CH:22]=2)=[CH:4][C:3]([O:2][CH3:1])=[CH:8][N:7]=1, predict the reactants needed to synthesize it. The reactants are: [CH3:1][O:2][C:3]1[CH:4]=[C:5]([NH:12][C:13]2[CH:14]=[N:15][C:16]3[CH2:17][CH:18]([NH:23][C:24](=[O:30])[O:25][C:26]([CH3:29])([CH3:28])[CH3:27])[CH2:19][CH2:20][C:21]=3[CH:22]=2)[C:6]([N+:9]([O-])=O)=[N:7][CH:8]=1.